From a dataset of Reaction yield outcomes from USPTO patents with 853,638 reactions. Predict the reaction yield, written as a fraction of the theoretical maximum amount of product (1.0 means a 100% yield; for example, 0.34 means a 34% yield). The reactants are [CH3:1][O:2][C:3]([C:5]1[CH:6]=[CH:7][C:8]2[O:13][CH2:12][CH2:11][NH:10][C:9]=2[CH:14]=1)=[O:4].CCN(C(C)C)C(C)C.[CH3:24][C:25]([O:28][C:29](O[C:29]([O:28][C:25]([CH3:27])([CH3:26])[CH3:24])=[O:30])=[O:30])([CH3:27])[CH3:26]. The catalyst is C1COCC1. The product is [CH3:1][O:2][C:3]([C:5]1[CH:6]=[CH:7][C:8]2[O:13][CH2:12][CH2:11][N:10]([C:29]([O:28][C:25]([CH3:27])([CH3:26])[CH3:24])=[O:30])[C:9]=2[CH:14]=1)=[O:4]. The yield is 0.760.